From a dataset of Reaction yield outcomes from USPTO patents with 853,638 reactions. Predict the reaction yield, written as a fraction of the theoretical maximum amount of product (1.0 means a 100% yield; for example, 0.34 means a 34% yield). (1) The reactants are Cl[C:2]1[CH:11]=[CH:10][C:9]2[C:4](=[C:5]([C:12]3[NH:20][C:19]4[CH2:18][CH2:17][NH:16][C:15](=[O:21])[C:14]=4[CH:13]=3)[CH:6]=[CH:7][CH:8]=2)[N:3]=1.[C:22]1([C:28](B(O)O)=[CH2:29])[CH:27]=[CH:26][CH:25]=[CH:24][CH:23]=1.CC([O-])=O.[K+]. The catalyst is CCO. The product is [C:22]1([C:28]([C:2]2[CH:11]=[CH:10][C:9]3[C:4](=[C:5]([C:12]4[NH:20][C:19]5[CH2:18][CH2:17][NH:16][C:15](=[O:21])[C:14]=5[CH:13]=4)[CH:6]=[CH:7][CH:8]=3)[N:3]=2)=[CH2:29])[CH:27]=[CH:26][CH:25]=[CH:24][CH:23]=1. The yield is 0.770. (2) The reactants are [NH2:1][C:2]1[C:7]([NH:8][C:9](=[O:12])[O:10][CH3:11])=[C:6]([NH2:13])[N:5]=[C:4]([C:14]2[N:18]=[C:17]([C:19]3[S:20][CH:21]=[CH:22][N:23]=3)[N:16]([CH2:24][C:25]3[CH:30]=[CH:29][CH:28]=[CH:27][C:26]=3[F:31])[N:15]=2)[N:3]=1.[H-].[Na+].I[CH3:35].O. The catalyst is CN(C=O)C.CC#N.CO.C(Cl)Cl. The product is [NH2:1][C:2]1[C:7]([N:8]([CH3:35])[C:9](=[O:12])[O:10][CH3:11])=[C:6]([NH2:13])[N:5]=[C:4]([C:14]2[N:18]=[C:17]([C:19]3[S:20][CH:21]=[CH:22][N:23]=3)[N:16]([CH2:24][C:25]3[CH:30]=[CH:29][CH:28]=[CH:27][C:26]=3[F:31])[N:15]=2)[N:3]=1. The yield is 0.810. (3) The reactants are [O:1]=[C:2]1[NH:11][C:10]2[CH:9]=[C:8]([C:12]([OH:14])=O)[CH:7]=[CH:6][C:5]=2[N:4]2[CH2:15][CH2:16][CH2:17][CH2:18][CH:3]12.[Cl:19][C:20]1[CH:21]=[CH:22][C:23]([CH3:36])=[C:24]([N:26]2[CH2:31][CH2:30][N:29]([CH2:32][CH2:33][CH2:34][NH2:35])[CH2:28][CH2:27]2)[CH:25]=1.CCN(C(C)C)C(C)C.C(Cl)CCl. The catalyst is CN(C1C=CN=CC=1)C.CN(C=O)C. The product is [Cl:19][C:20]1[CH:21]=[CH:22][C:23]([CH3:36])=[C:24]([N:26]2[CH2:27][CH2:28][N:29]([CH2:32][CH2:33][CH2:34][NH:35][C:12]([C:8]3[CH:7]=[CH:6][C:5]4[N:4]5[CH2:15][CH2:16][CH2:17][CH2:18][CH:3]5[C:2](=[O:1])[NH:11][C:10]=4[CH:9]=3)=[O:14])[CH2:30][CH2:31]2)[CH:25]=1. The yield is 0.780. (4) The catalyst is O1CCOCC1.COCCOC.C1C=CC([P]([Pd]([P](C2C=CC=CC=2)(C2C=CC=CC=2)C2C=CC=CC=2)([P](C2C=CC=CC=2)(C2C=CC=CC=2)C2C=CC=CC=2)[P](C2C=CC=CC=2)(C2C=CC=CC=2)C2C=CC=CC=2)(C2C=CC=CC=2)C2C=CC=CC=2)=CC=1. The product is [NH2:18][C:16]1[NH:15][N:14]=[C:13]([NH:12][C:5]2[CH:6]=[C:7]([C:8]([F:11])([F:10])[F:9])[C:2]([C:66]3[CH:65]=[CH:64][C:63]([S:60]([NH:59][C:48]4([CH3:47])[CH2:49][N:50]([C:52]([O:54][C:55]([CH3:58])([CH3:57])[CH3:56])=[O:53])[CH2:51]4)(=[O:62])=[O:61])=[CH:68][CH:67]=3)=[C:3]([Cl:19])[CH:4]=2)[N:17]=1. The yield is 0.300. The reactants are Br[C:2]1[C:7]([C:8]([F:11])([F:10])[F:9])=[CH:6][C:5]([NH:12][C:13]2[N:17]=[C:16]([NH2:18])[NH:15][N:14]=2)=[CH:4][C:3]=1[Cl:19].CN1C(C)(C)CC(SC2C=CC(B3OC(C)(C)C(C)(C)O3)=CC=2)CC1(C)C.[CH3:47][C:48]1([NH:59][S:60]([C:63]2[CH:68]=[CH:67][C:66](B3OC(C)(C)C(C)(C)O3)=[CH:65][CH:64]=2)(=[O:62])=[O:61])[CH2:51][N:50]([C:52]([O:54][C:55]([CH3:58])([CH3:57])[CH3:56])=[O:53])[CH2:49]1.C([O-])([O-])=O.[K+].[K+]. (5) The reactants are O.NN.[Cl:4][C:5]1[CH:6]=[C:7]([C:13](=O)[C:14]([OH:16])=[O:15])[CH:8]=[CH:9][C:10]=1[S:11][CH3:12].[OH-].[K+].Cl. The catalyst is O. The product is [Cl:4][C:5]1[CH:6]=[C:7]([CH2:13][C:14]([OH:16])=[O:15])[CH:8]=[CH:9][C:10]=1[S:11][CH3:12]. The yield is 0.890.